From a dataset of Full USPTO retrosynthesis dataset with 1.9M reactions from patents (1976-2016). Predict the reactants needed to synthesize the given product. (1) Given the product [F:1][C:2]1[CH:3]=[CH:4][C:5]([C:8]2[N:12]([C:13]3[CH:18]=[CH:17][CH:16]=[CH:15][CH:14]=3)[N:11]=[C:10]([CH2:19][CH2:20][CH2:21][N:34]3[CH2:35][CH2:36][N:31]([C:28]4[CH:27]=[CH:26][C:25]([O:24][CH3:23])=[CH:30][CH:29]=4)[CH2:32][CH2:33]3)[CH:9]=2)=[CH:6][CH:7]=1, predict the reactants needed to synthesize it. The reactants are: [F:1][C:2]1[CH:7]=[CH:6][C:5]([C:8]2[N:12]([C:13]3[CH:18]=[CH:17][CH:16]=[CH:15][CH:14]=3)[N:11]=[C:10]([CH2:19][CH2:20][CH:21]=O)[CH:9]=2)=[CH:4][CH:3]=1.[CH3:23][O:24][C:25]1[CH:30]=[CH:29][C:28]([N:31]2[CH2:36][CH2:35][NH:34][CH2:33][CH2:32]2)=[CH:27][CH:26]=1.CCN(C(C)C)C(C)C.[BH-](OC(C)=O)(OC(C)=O)OC(C)=O.[Na+]. (2) Given the product [N:6]1([CH2:2][CH:3]([OH:1])[CH2:4][CH3:5])[CH:10]=[CH:9][N:8]=[CH:7]1, predict the reactants needed to synthesize it. The reactants are: [O:1]1[CH:3]([CH2:4][CH3:5])[CH2:2]1.[NH:6]1[CH:10]=[CH:9][N:8]=[CH:7]1. (3) Given the product [C:1]([O:5][C:6]([N:8]1[C:13]2[CH:14]=[C:15]([CH:18]=[C:24]3[S:20][C:21](=[O:26])[NH:22][C:23]3=[O:25])[CH:16]=[CH:17][C:12]=2[O:11][CH:10]=[CH:9]1)=[O:7])([CH3:2])([CH3:3])[CH3:4], predict the reactants needed to synthesize it. The reactants are: [C:1]([O:5][C:6]([N:8]1[C:13]2[CH:14]=[C:15]([CH:18]=O)[CH:16]=[CH:17][C:12]=2[O:11][CH:10]=[CH:9]1)=[O:7])([CH3:4])([CH3:3])[CH3:2].[S:20]1[CH2:24][C:23](=[O:25])[NH:22][C:21]1=[O:26]. (4) Given the product [F:12][C:9]([F:11])([F:10])[C:7]1[CH:6]=[C:5]([C:13]2[N:17]=[CH:16][N:15](/[CH:18]=[CH:19]\[C:20]([N:22]([CH3:32])[CH2:23][C:24]3[CH:29]=[N:28][CH:27]=[N:26][CH:25]=3)=[O:21])[N:14]=2)[CH:4]=[C:3]([C:2]([F:30])([F:1])[F:31])[CH:8]=1, predict the reactants needed to synthesize it. The reactants are: [F:1][C:2]([F:31])([F:30])[C:3]1[CH:4]=[C:5]([C:13]2[N:17]=[CH:16][N:15](/[CH:18]=[CH:19]\[C:20]([NH:22][CH2:23][C:24]3[CH:25]=[N:26][CH:27]=[N:28][CH:29]=3)=[O:21])[N:14]=2)[CH:6]=[C:7]([C:9]([F:12])([F:11])[F:10])[CH:8]=1.[CH2:32]1COCC1.[H-].[Na+].CI.